This data is from Reaction yield outcomes from USPTO patents with 853,638 reactions. The task is: Predict the reaction yield, written as a fraction of the theoretical maximum amount of product (1.0 means a 100% yield; for example, 0.34 means a 34% yield). (1) The reactants are [N:1]([CH2:4][CH:5]1[O:10][C:9]2[C:11](Br)=[CH:12][CH:13]=[CH:14][C:8]=2[N:7]([CH3:16])[CH2:6]1)=[N+:2]=[N-:3].[Cl:17][C:18]1[CH:23]=[CH:22][C:21]([Cl:24])=[CH:20][C:19]=1B(O)O. No catalyst specified. The product is [N:1]([CH2:4][CH:5]1[O:10][C:9]2[C:11]([C:22]3[CH:23]=[C:18]([Cl:17])[CH:19]=[CH:20][C:21]=3[Cl:24])=[CH:12][CH:13]=[CH:14][C:8]=2[N:7]([CH3:16])[CH2:6]1)=[N+:2]=[N-:3]. The yield is 0.540. (2) The reactants are [Br:1][C:2]1[N:7]=[C:6]([C:8]([CH3:10])=[CH2:9])[C:5]([F:11])=[CH:4][CH:3]=1.[OH2:12].C[N+]1([O-])CC[O:17]CC1.S(S([O-])=O)([O-])=O.[Na+].[Na+]. The catalyst is CC(C)=O.O.[Os](=O)(=O)(=O)=O. The product is [Br:1][C:2]1[N:7]=[C:6]([C:8]([OH:17])([CH3:10])[CH2:9][OH:12])[C:5]([F:11])=[CH:4][CH:3]=1. The yield is 0.910.